This data is from NCI-60 drug combinations with 297,098 pairs across 59 cell lines. The task is: Regression. Given two drug SMILES strings and cell line genomic features, predict the synergy score measuring deviation from expected non-interaction effect. (1) Cell line: MDA-MB-435. Drug 2: CC(C1=C(C=CC(=C1Cl)F)Cl)OC2=C(N=CC(=C2)C3=CN(N=C3)C4CCNCC4)N. Drug 1: CCCS(=O)(=O)NC1=C(C(=C(C=C1)F)C(=O)C2=CNC3=C2C=C(C=N3)C4=CC=C(C=C4)Cl)F. Synergy scores: CSS=47.1, Synergy_ZIP=5.62, Synergy_Bliss=6.53, Synergy_Loewe=1.54, Synergy_HSA=6.31. (2) Drug 1: C1CN1C2=NC(=NC(=N2)N3CC3)N4CC4. Drug 2: CC1C(C(CC(O1)OC2CC(OC(C2O)C)OC3=CC4=CC5=C(C(=O)C(C(C5)C(C(=O)C(C(C)O)O)OC)OC6CC(C(C(O6)C)O)OC7CC(C(C(O7)C)O)OC8CC(C(C(O8)C)O)(C)O)C(=C4C(=C3C)O)O)O)O. Cell line: IGROV1. Synergy scores: CSS=43.7, Synergy_ZIP=-3.48, Synergy_Bliss=2.76, Synergy_Loewe=0.372, Synergy_HSA=0.823.